This data is from NCI-60 drug combinations with 297,098 pairs across 59 cell lines. The task is: Regression. Given two drug SMILES strings and cell line genomic features, predict the synergy score measuring deviation from expected non-interaction effect. (1) Drug 1: CC1=C2C(C(=O)C3(C(CC4C(C3C(C(C2(C)C)(CC1OC(=O)C(C(C5=CC=CC=C5)NC(=O)C6=CC=CC=C6)O)O)OC(=O)C7=CC=CC=C7)(CO4)OC(=O)C)O)C)OC(=O)C. Drug 2: CCC1(C2=C(COC1=O)C(=O)N3CC4=CC5=C(C=CC(=C5CN(C)C)O)N=C4C3=C2)O.Cl. Cell line: MOLT-4. Synergy scores: CSS=94.7, Synergy_ZIP=1.03, Synergy_Bliss=0.846, Synergy_Loewe=-0.360, Synergy_HSA=1.44. (2) Drug 1: CC1=CC=C(C=C1)C2=CC(=NN2C3=CC=C(C=C3)S(=O)(=O)N)C(F)(F)F. Drug 2: CC1=C(N=C(N=C1N)C(CC(=O)N)NCC(C(=O)N)N)C(=O)NC(C(C2=CN=CN2)OC3C(C(C(C(O3)CO)O)O)OC4C(C(C(C(O4)CO)O)OC(=O)N)O)C(=O)NC(C)C(C(C)C(=O)NC(C(C)O)C(=O)NCCC5=NC(=CS5)C6=NC(=CS6)C(=O)NCCC[S+](C)C)O. Cell line: NCI-H226. Synergy scores: CSS=19.5, Synergy_ZIP=-6.29, Synergy_Bliss=1.90, Synergy_Loewe=-13.3, Synergy_HSA=0.548.